This data is from Full USPTO retrosynthesis dataset with 1.9M reactions from patents (1976-2016). The task is: Predict the reactants needed to synthesize the given product. The reactants are: [CH2:1]([O:8][C:9]1[C:17]([F:18])=[CH:16][CH:15]=[C:14]2[C:10]=1[C:11]([CH2:19][CH2:20][N:21]([CH3:23])[CH3:22])=[CH:12][NH:13]2)[C:2]1[CH:7]=[CH:6][CH:5]=[CH:4][CH:3]=1.C(OC1C=C2C(C(C(=O)C(N(C)C)=O)=CN2)=CC=1F)C1C=CC=CC=1. Given the product [CH2:1]([O:8][C:9]1[CH:10]=[C:14]2[C:15]([C:11]([CH2:19][CH2:20][N:21]([CH3:22])[CH3:23])=[CH:12][NH:13]2)=[CH:16][C:17]=1[F:18])[C:2]1[CH:3]=[CH:4][CH:5]=[CH:6][CH:7]=1, predict the reactants needed to synthesize it.